From a dataset of NCI-60 drug combinations with 297,098 pairs across 59 cell lines. Regression. Given two drug SMILES strings and cell line genomic features, predict the synergy score measuring deviation from expected non-interaction effect. (1) Drug 1: CN1C(=O)N2C=NC(=C2N=N1)C(=O)N. Drug 2: C(CCl)NC(=O)N(CCCl)N=O. Cell line: IGROV1. Synergy scores: CSS=5.05, Synergy_ZIP=-1.78, Synergy_Bliss=-1.66, Synergy_Loewe=-2.89, Synergy_HSA=-0.553. (2) Cell line: HCT116. Synergy scores: CSS=2.72, Synergy_ZIP=0.816, Synergy_Bliss=0.788, Synergy_Loewe=1.35, Synergy_HSA=1.12. Drug 2: CC1CCC2CC(C(=CC=CC=CC(CC(C(=O)C(C(C(=CC(C(=O)CC(OC(=O)C3CCCCN3C(=O)C(=O)C1(O2)O)C(C)CC4CCC(C(C4)OC)OP(=O)(C)C)C)C)O)OC)C)C)C)OC. Drug 1: CN(C)C(=N)N=C(N)N. (3) Drug 1: C1CC(=O)NC(=O)C1N2CC3=C(C2=O)C=CC=C3N. Drug 2: CC12CCC3C(C1CCC2=O)CC(=C)C4=CC(=O)C=CC34C. Cell line: A549. Synergy scores: CSS=27.6, Synergy_ZIP=-0.946, Synergy_Bliss=-1.64, Synergy_Loewe=0.777, Synergy_HSA=1.16. (4) Drug 1: CCCCC(=O)OCC(=O)C1(CC(C2=C(C1)C(=C3C(=C2O)C(=O)C4=C(C3=O)C=CC=C4OC)O)OC5CC(C(C(O5)C)O)NC(=O)C(F)(F)F)O. Drug 2: CN(C(=O)NC(C=O)C(C(C(CO)O)O)O)N=O. Cell line: MDA-MB-435. Synergy scores: CSS=33.4, Synergy_ZIP=2.96, Synergy_Bliss=3.59, Synergy_Loewe=-20.4, Synergy_HSA=2.11.